This data is from HIV replication inhibition screening data with 41,000+ compounds from the AIDS Antiviral Screen. The task is: Binary Classification. Given a drug SMILES string, predict its activity (active/inactive) in a high-throughput screening assay against a specified biological target. (1) The drug is O=C1OC(=O)C2C1C1(c3ccccc3)C(=O)C2(c2ccccc2)C(c2ccccc2)=C1c1ccccc1. The result is 0 (inactive). (2) The drug is CC(=O)c1c(-c2ccco2)c(C#N)c(=S)n(C2OC(CO)C(O)C(O)C2O)c1-c1ccccc1. The result is 0 (inactive). (3) The drug is CN(C)Cc1cc(N=Nc2ccccc2Cl)ccc1O. The result is 0 (inactive). (4) The molecule is CC(C)(C)C(=O)OC12C(=NO)CCCCCC1c1ccccc12. The result is 0 (inactive). (5) The drug is CC(=O)NNc1nc(C)c(C(=O)NNC(=O)C(=O)Nc2c(C)cccc2C(C)(C)C)s1. The result is 0 (inactive). (6) The molecule is CCCCCC(=O)Nc1nc[nH]c1C(N)=O. The result is 0 (inactive). (7) The molecule is CCN(CCNc1ccc(C)c2sc3ccccc3c(=O)c12)CC(C)(C)O. The result is 0 (inactive). (8) The drug is COC(=O)C1(C)CCCC2(C)c3cc(Br)c(C(C)C)cc3CCC12. The result is 0 (inactive). (9) The compound is CC1=C(CC2C(=O)N(c3ccccc3)S(=O)(=O)NC2C)C(=O)N(c2ccccc2)S(=O)(=O)N1C. The result is 0 (inactive).